Task: Predict the reactants needed to synthesize the given product.. Dataset: Full USPTO retrosynthesis dataset with 1.9M reactions from patents (1976-2016) (1) Given the product [Cl:12][CH2:8][CH2:7][C:2]1[CH:3]=[CH:4][CH:5]=[CH:6][N:1]=1, predict the reactants needed to synthesize it. The reactants are: [N:1]1[CH:6]=[CH:5][CH:4]=[CH:3][C:2]=1[CH2:7][CH2:8]O.O=S(Cl)[Cl:12]. (2) Given the product [F:16][C:15]1[CH:14]=[C:13]([C:17]([OH:20])([CH3:18])[CH3:19])[CH:12]=[C:11]([F:21])[C:10]=1[C:4]1[S:3][C:2]([NH:1][C:23]2[N:28]=[C:27]3[N:29]=[C:30]([CH:32]([OH:34])[CH3:33])[NH:31][C:26]3=[CH:25][CH:24]=2)=[C:6]([C:7]([NH2:9])=[O:8])[CH:5]=1, predict the reactants needed to synthesize it. The reactants are: [NH2:1][C:2]1[S:3][C:4]([C:10]2[C:15]([F:16])=[CH:14][C:13]([C:17]([OH:20])([CH3:19])[CH3:18])=[CH:12][C:11]=2[F:21])=[CH:5][C:6]=1[C:7]([NH2:9])=[O:8].Cl[C:23]1[N:28]=[C:27]2[N:29]=[C:30]([CH:32]([OH:34])[CH3:33])[NH:31][C:26]2=[CH:25][CH:24]=1. (3) Given the product [CH2:1]([O:3][C:4](=[O:22])[C:5]([CH3:21])([O:7][C:8]1[CH:13]=[CH:12][C:11]([O:14][CH2:15][CH2:16][CH2:17][C:18]#[C:19][C:24]2[CH:29]=[CH:28][C:27]([C:30]([F:33])([F:32])[F:31])=[CH:26][CH:25]=2)=[CH:10][C:9]=1[CH3:20])[CH3:6])[CH3:2], predict the reactants needed to synthesize it. The reactants are: [CH2:1]([O:3][C:4](=[O:22])[C:5]([CH3:21])([O:7][C:8]1[CH:13]=[CH:12][C:11]([O:14][CH2:15][CH2:16][CH2:17][C:18]#[CH:19])=[CH:10][C:9]=1[CH3:20])[CH3:6])[CH3:2].I[C:24]1[CH:29]=[CH:28][C:27]([C:30]([F:33])([F:32])[F:31])=[CH:26][CH:25]=1. (4) The reactants are: [CH2:1]([N:8]([C:21]1[C:26]([Cl:27])=[CH:25][C:24]([C:28]([F:31])([F:30])[F:29])=[CH:23][N:22]=1)[S:9]([C:12]1[CH:20]=[CH:19][C:15]([C:16](O)=[O:17])=[CH:14][CH:13]=1)(=[O:11])=[O:10])[C:2]1[CH:7]=[CH:6][CH:5]=[CH:4][CH:3]=1.[Cl-].[NH4+:33]. Given the product [CH2:1]([N:8]([C:21]1[C:26]([Cl:27])=[CH:25][C:24]([C:28]([F:29])([F:31])[F:30])=[CH:23][N:22]=1)[S:9]([C:12]1[CH:20]=[CH:19][C:15]([C:16]([NH2:33])=[O:17])=[CH:14][CH:13]=1)(=[O:11])=[O:10])[C:2]1[CH:7]=[CH:6][CH:5]=[CH:4][CH:3]=1, predict the reactants needed to synthesize it. (5) The reactants are: [Br:1][C:2]1[CH:3]=[C:4]2[C:9](=[CH:10][CH:11]=1)[O:8][C:7]([CH2:13][CH2:14][O:15][CH2:16]OC)([CH3:12])[CH2:6][C:5]2=[O:19].[Li+].C[Si]([N-][Si](C)(C)C)(C)C.C[Si](Cl)(C)C.BrC1C=C2C(=CC=1)OC(CCOCOC)(C)C=C2O[Si](C)(C)C.C([O-])(O)=O.[Na+]. Given the product [Br:1][C:2]1[CH:11]=[CH:10][C:9]2[O:8][C@@:7]3([CH3:12])[CH2:13][CH2:14][O:15][CH2:16][C@H:6]3[C:5](=[O:19])[C:4]=2[CH:3]=1, predict the reactants needed to synthesize it. (6) Given the product [CH:4]([N:17]1[CH2:20][C:19]([CH2:1][CH3:2])([OH:21])[CH2:18]1)([C:11]1[CH:16]=[CH:15][CH:14]=[CH:13][CH:12]=1)[C:5]1[CH:6]=[CH:7][CH:8]=[CH:9][CH:10]=1, predict the reactants needed to synthesize it. The reactants are: [CH2:1]([Li])[CH3:2].[CH:4]([N:17]1[CH2:20][C:19](=[O:21])[CH2:18]1)([C:11]1[CH:16]=[CH:15][CH:14]=[CH:13][CH:12]=1)[C:5]1[CH:10]=[CH:9][CH:8]=[CH:7][CH:6]=1.O.